From a dataset of Reaction yield outcomes from USPTO patents with 853,638 reactions. Predict the reaction yield, written as a fraction of the theoretical maximum amount of product (1.0 means a 100% yield; for example, 0.34 means a 34% yield). (1) The reactants are [F:1][C:2]1([F:15])[CH:7]([C:8]2[CH:13]=[CH:12][C:11]([OH:14])=[CH:10][CH:9]=2)[CH2:6][CH2:5][NH:4][CH2:3]1.Br[CH:17]1[CH2:21][CH2:20][N:19]([CH2:22][C:23]2[CH:28]=[CH:27][C:26]([C:29]([F:32])([F:31])[F:30])=[CH:25][CH:24]=2)[C:18]1=[O:33].C(N(CC)CC)C. The catalyst is CN(C=O)C. The product is [F:15][C:2]1([F:1])[CH:7]([C:8]2[CH:13]=[CH:12][C:11]([OH:14])=[CH:10][CH:9]=2)[CH2:6][CH2:5][N:4]([CH:17]2[CH2:21][CH2:20][N:19]([CH2:22][C:23]3[CH:28]=[CH:27][C:26]([C:29]([F:32])([F:30])[F:31])=[CH:25][CH:24]=3)[C:18]2=[O:33])[CH2:3]1. The yield is 0.350. (2) The reactants are C(OC(=O)[NH:7][CH2:8][C:9]1[C:10]([O:20]C)=[N:11][C:12]([CH3:19])=[CH:13][C:14]=1[O:15][CH:16]([F:18])[F:17])(C)(C)C. The catalyst is Cl. The product is [NH2:7][CH2:8][C:9]1[C:10](=[O:20])[NH:11][C:12]([CH3:19])=[CH:13][C:14]=1[O:15][CH:16]([F:17])[F:18]. The yield is 0.808. (3) The product is [OH:25][CH2:24][C@@H:22]1[C@@H:21]([OH:26])[C@@H:20]([OH:27])[C@H:19]([N:18]2[CH:17]=[N:16][C:12]3[C:11]2=[N:10][CH:9]=[N:14][C:13]=3[NH:8][NH:7][C:1]2[CH:6]=[CH:5][CH:4]=[CH:3][CH:2]=2)[O:23]1. The reactants are [C:1]1([NH:7][NH2:8])[CH:6]=[CH:5][CH:4]=[CH:3][CH:2]=1.[CH:9]1[N:14]=[C:13](Cl)[C:12]2[N:16]=[CH:17][N:18]([C@@H:19]3[O:23][C@H:22]([CH2:24][OH:25])[C@@H:21]([OH:26])[C@H:20]3[OH:27])[C:11]=2[N:10]=1.C(N(C(C)C)CC)(C)C. The catalyst is CN(C)C=O. The yield is 0.280. (4) The reactants are [CH3:1][O:2][C:3]1[CH:8]=[CH:7][CH:6]=[CH:5][N:4]=1.C(NC(C)C)(C)C.C[Si](C[Li])(C)C.C([O:25][B:26](OC(C)C)[O:27]C(C)C)(C)C.[OH-].[Na+]. The catalyst is C1COCC1. The product is [CH3:1][O:2][C:3]1[C:8]([B:26]([OH:27])[OH:25])=[CH:7][CH:6]=[CH:5][N:4]=1. The yield is 0.680. (5) The reactants are Cl.[C:2]1([C:8]2[N:13]=[N:12][C:11]([CH2:14][NH2:15])=[CH:10][CH:9]=2)[CH:7]=[CH:6][CH:5]=[CH:4][CH:3]=1.C(N(CC)CC)C.[N:23]1[CH:28]=[CH:27][CH:26]=[C:25]([S:29](Cl)(=[O:31])=[O:30])[CH:24]=1. The catalyst is C(Cl)Cl. The product is [C:2]1([C:8]2[N:13]=[N:12][C:11]([CH2:14][NH:15][S:29]([C:25]3[CH:24]=[N:23][CH:28]=[CH:27][CH:26]=3)(=[O:31])=[O:30])=[CH:10][CH:9]=2)[CH:3]=[CH:4][CH:5]=[CH:6][CH:7]=1. The yield is 0.870. (6) The reactants are [CH3:1][O:2][C:3]1[CH:4]=[CH:5][CH:6]=[C:7]2[C:12]=1[C:11](=O)[NH:10][CH2:9][CH2:8]2.C1COCC1.[H-].[H-].[H-].[H-].[Li+].[Al+3].[OH-].[Na+]. The catalyst is O. The product is [CH3:1][O:2][C:3]1[CH:4]=[CH:5][CH:6]=[C:7]2[C:12]=1[CH2:11][NH:10][CH2:9][CH2:8]2. The yield is 0.930.